This data is from Forward reaction prediction with 1.9M reactions from USPTO patents (1976-2016). The task is: Predict the product of the given reaction. (1) Given the reactants Br[CH2:2][C:3]1[N:7]([CH3:8])[N:6]([C:9]2[CH:14]=[CH:13][C:12]([O:15][CH3:16])=[CH:11][CH:10]=2)[C:5](=[O:17])[C:4]=1[Cl:18].C([O:21][C:22]1[CH:27]=[CH:26][CH:25]=[CH:24][C:23]=1[N:28]1[CH2:33][CH2:32][NH:31][CH2:30][CH2:29]1)C, predict the reaction product. The product is: [Cl:18][C:4]1[C:5](=[O:17])[N:6]([C:9]2[CH:14]=[CH:13][C:12]([O:15][CH3:16])=[CH:11][CH:10]=2)[N:7]([CH3:8])[C:3]=1[CH2:2][N:31]1[CH2:30][CH2:29][N:28]([C:23]2[CH:24]=[CH:25][CH:26]=[CH:27][C:22]=2[OH:21])[CH2:33][CH2:32]1. (2) Given the reactants Cl[C:2]1[N:3]=[C:4]2[CH:10]=[C:9]([C:11]([NH:13][C:14]3[CH:19]=[C:18]([NH:20][C:21](=[O:32])[C:22]4[CH:27]=[CH:26][CH:25]=[C:24]([C:28]([F:31])([F:30])[F:29])[CH:23]=4)[CH:17]=[CH:16][C:15]=3[CH3:33])=[O:12])[S:8][C:5]2=[N:6][CH:7]=1.[N:34]1[CH:39]=[CH:38][CH:37]=[C:36](B(O)O)[CH:35]=1.P([O-])([O-])([O-])=O.[K+].[K+].[K+].C1(P(C2CCCCC2)C2C=CC=CC=2C2C(C(C)C)=CC(C(C)C)=CC=2C(C)C)CCCCC1, predict the reaction product. The product is: [CH3:33][C:15]1[CH:16]=[CH:17][C:18]([NH:20][C:21](=[O:32])[C:22]2[CH:27]=[CH:26][CH:25]=[C:24]([C:28]([F:31])([F:30])[F:29])[CH:23]=2)=[CH:19][C:14]=1[NH:13][C:11]([C:9]1[S:8][C:5]2=[N:6][CH:7]=[C:2]([C:36]3[CH:35]=[N:34][CH:39]=[CH:38][CH:37]=3)[N:3]=[C:4]2[CH:10]=1)=[O:12].